Dataset: Full USPTO retrosynthesis dataset with 1.9M reactions from patents (1976-2016). Task: Predict the reactants needed to synthesize the given product. (1) Given the product [F:1][C:2]1[CH:11]=[C:10]2[C:5]([C:6]([N:20]3[CH2:25][CH2:24][S:40](=[O:42])(=[O:39])[C:22]4[N:26]=[CH:27][C:28]([N:30]5[CH2:35][CH2:34][O:33][CH2:32][CH2:31]5)=[CH:29][C:21]3=4)=[C:7]([CH3:19])[C:8]([C:12]3[CH:17]=[C:16]([CH3:18])[CH:15]=[CH:14][N:13]=3)=[N:9]2)=[CH:4][CH:3]=1, predict the reactants needed to synthesize it. The reactants are: [F:1][C:2]1[CH:11]=[C:10]2[C:5]([C:6]([N:20]3[CH2:25][CH2:24]S[C:22]4[N:26]=[CH:27][C:28]([N:30]5[CH2:35][CH2:34][O:33][CH2:32][CH2:31]5)=[CH:29][C:21]3=4)=[C:7]([CH3:19])[C:8]([C:12]3[CH:17]=[C:16]([CH3:18])[CH:15]=[CH:14][N:13]=3)=[N:9]2)=[CH:4][CH:3]=1.O.OO.[OH:39][S:40]([O-:42])=O.[Na+]. (2) The reactants are: [CH:1]1([N:6]2[CH2:12][C:11]([F:14])([F:13])[C:10](=[O:15])[N:9]([CH3:16])[C:8]3[CH:17]=[N:18][C:19]([NH:21][C:22]4[CH:30]=[CH:29][C:25]([C:26]([OH:28])=O)=[CH:24][C:23]=4[C:31]([F:34])([F:33])[F:32])=[N:20][C:7]2=3)[CH2:5][CH2:4][CH2:3][CH2:2]1.ON1C2C=CC=CC=2N=N1.F[P-](F)(F)(F)(F)F.CN(C(N(C)C)=[N+]1C2C=CC=CC=2[N+]([O-])=N1)C.C(N(C(C)C)CC)(C)C.[CH3:78][N:79]([CH3:83])[CH2:80][CH2:81][NH2:82]. Given the product [CH:1]1([N:6]2[CH2:12][C:11]([F:13])([F:14])[C:10](=[O:15])[N:9]([CH3:16])[C:8]3[CH:17]=[N:18][C:19]([NH:21][C:22]4[CH:30]=[CH:29][C:25]([C:26]([NH:82][CH2:81][CH2:80][N:79]([CH3:83])[CH3:78])=[O:28])=[CH:24][C:23]=4[C:31]([F:34])([F:32])[F:33])=[N:20][C:7]2=3)[CH2:2][CH2:3][CH2:4][CH2:5]1, predict the reactants needed to synthesize it. (3) Given the product [CH:27]1[CH:28]=[CH:29][C:24](/[C:20](/[CH2:21][CH2:22][Cl:23])=[C:19](\[C:16]2[CH:17]=[CH:18][C:13]([O:12][CH2:11][CH2:10][OH:9])=[CH:14][CH:15]=2)/[C:30]2[CH:31]=[CH:32][CH:33]=[CH:34][CH:35]=2)=[CH:25][CH:26]=1, predict the reactants needed to synthesize it. The reactants are: C([O:9][CH2:10][CH2:11][O:12][C:13]1[CH:18]=[CH:17][C:16](/[C:19](/[C:30]2[CH:35]=[CH:34][CH:33]=[CH:32][CH:31]=2)=[C:20](\[C:24]2[CH:29]=[CH:28][CH:27]=[CH:26][CH:25]=2)/[CH2:21][CH2:22][Cl:23])=[CH:15][CH:14]=1)(=O)C1C=CC=CC=1.[Al].[Li].[H-]. (4) The reactants are: [Cl:1][C:2]1[C:3]([F:28])=[C:4]([NH:9][C:10]2[C:19]3[C:14](=[CH:15][C:16]([O:23][CH2:24][CH2:25][O:26][CH3:27])=[C:17]([N+:20]([O-])=O)[CH:18]=3)[N:13]=[CH:12][N:11]=2)[CH:5]=[CH:6][C:7]=1[Cl:8]. Given the product [Cl:1][C:2]1[C:3]([F:28])=[C:4]([NH:9][C:10]2[C:19]3[C:14](=[CH:15][C:16]([O:23][CH2:24][CH2:25][O:26][CH3:27])=[C:17]([NH2:20])[CH:18]=3)[N:13]=[CH:12][N:11]=2)[CH:5]=[CH:6][C:7]=1[Cl:8], predict the reactants needed to synthesize it.